From a dataset of Forward reaction prediction with 1.9M reactions from USPTO patents (1976-2016). Predict the product of the given reaction. Given the reactants [CH3:1][O:2][C:3]([C:5]1[CH:10]=[CH:9][C:8](B(O)O)=[CH:7][CH:6]=1)=[O:4].[CH2:14]([C@@H:21]1[CH2:25][O:24][C:23](=[O:26])[NH:22]1)[C:15]1[CH:20]=[CH:19][CH:18]=[CH:17][CH:16]=1.C(Cl)Cl.C(N(CC)CC)C, predict the reaction product. The product is: [CH2:14]([C@@H:21]1[CH2:25][O:24][C:23](=[O:26])[N:22]1[C:8]1[CH:9]=[CH:10][C:5]([C:3]([O:2][CH3:1])=[O:4])=[CH:6][CH:7]=1)[C:15]1[CH:16]=[CH:17][CH:18]=[CH:19][CH:20]=1.